From a dataset of Forward reaction prediction with 1.9M reactions from USPTO patents (1976-2016). Predict the product of the given reaction. (1) Given the reactants [NH2:1][C:2]1[N:7]=[CH:6][C:5]([C:8]2[CH:9]=[N:10][N:11]([CH2:13][CH2:14][N:15]3[CH2:20][CH2:19][N:18](C(OC(C)(C)C)=O)[CH2:17][CH2:16]3)[CH:12]=2)=[CH:4][C:3]=1[C:28]1[O:29][C:30]2[CH:36]=[CH:35][CH:34]=[CH:33][C:31]=2[N:32]=1.N, predict the reaction product. The product is: [O:29]1[C:30]2[CH:36]=[CH:35][CH:34]=[CH:33][C:31]=2[N:32]=[C:28]1[C:3]1[C:2]([NH2:1])=[N:7][CH:6]=[C:5]([C:8]2[CH:9]=[N:10][N:11]([CH2:13][CH2:14][N:15]3[CH2:20][CH2:19][NH:18][CH2:17][CH2:16]3)[CH:12]=2)[CH:4]=1. (2) Given the reactants [Br:1][C:2]1[C:7]([CH:8]=[O:9])=[C:6]([F:10])[C:5]([O:11]C)=[CH:4][CH:3]=1.B(Br)(Br)Br, predict the reaction product. The product is: [Br:1][C:2]1[C:7]([CH:8]=[O:9])=[C:6]([F:10])[C:5]([OH:11])=[CH:4][CH:3]=1. (3) The product is: [NH2:8][C:9]1[C:18]2[N:19]=[C:20]([CH2:27][O:28][CH2:29][CH3:30])[N:21]([CH2:22][C:23]([OH:26])([CH3:25])[CH3:24])[C:17]=2[C:16]2[CH:15]=[CH:14][C:13]([O:31][CH2:32][CH2:33][O:34][CH2:35][CH2:36][O:37][CH2:38][CH2:39][O:40][CH2:41][CH2:42][NH:43][C:44](=[O:67])[CH2:45][CH2:46][SH:47])=[CH:12][C:11]=2[N:10]=1. Given the reactants FC(F)(F)C(O)=O.[NH2:8][C:9]1[C:18]2[N:19]=[C:20]([CH2:27][O:28][CH2:29][CH3:30])[N:21]([CH2:22][C:23]([OH:26])([CH3:25])[CH3:24])[C:17]=2[C:16]2[CH:15]=[CH:14][C:13]([O:31][CH2:32][CH2:33][O:34][CH2:35][CH2:36][O:37][CH2:38][CH2:39][O:40][CH2:41][CH2:42][NH:43][C:44](=[O:67])[CH2:45][CH2:46][S:47]C(C3C=CC=CC=3)(C3C=CC=CC=3)C3C=CC=CC=3)=[CH:12][C:11]=2[N:10]=1.C([SiH](CC)CC)C, predict the reaction product. (4) Given the reactants [CH2:1]([O:3][C:4](=[O:23])[CH:5]([CH:17]1[CH2:22][CH2:21][CH2:20][CH2:19][CH2:18]1)[C:6](N1C2C=CC=CC=2N=N1)=[O:7])[CH3:2].[Li+].CC([N-]C(C)C)C.[C:32]1(=[O:39])[CH2:38][CH2:37][CH2:36][CH2:35][CH2:34][CH2:33]1, predict the reaction product. The product is: [CH2:1]([O:3][C:4](=[O:23])[CH:5]([CH:17]1[CH2:18][CH2:19][CH2:20][CH2:21][CH2:22]1)[C:6](=[O:7])[CH:33]1[CH2:34][CH2:35][CH2:36][CH2:37][CH2:38][C:32]1=[O:39])[CH3:2].